Dataset: Peptide-MHC class I binding affinity with 185,985 pairs from IEDB/IMGT. Task: Regression. Given a peptide amino acid sequence and an MHC pseudo amino acid sequence, predict their binding affinity value. This is MHC class I binding data. (1) The peptide sequence is SVPLNQCNWL. The MHC is HLA-A02:01 with pseudo-sequence HLA-A02:01. The binding affinity (normalized) is 0.0530. (2) The peptide sequence is PMADIAAAL. The MHC is HLA-E01:03 with pseudo-sequence HLA-E01:03. The binding affinity (normalized) is 0. (3) The peptide sequence is AMVPLVMVI. The MHC is HLA-B15:01 with pseudo-sequence HLA-B15:01. The binding affinity (normalized) is 0.378. (4) The binding affinity (normalized) is 0.0544. The MHC is Mamu-A70103 with pseudo-sequence Mamu-A70103. The peptide sequence is LSVYGIYCT. (5) The peptide sequence is KVYEGVWKK. The MHC is HLA-A33:01 with pseudo-sequence HLA-A33:01. The binding affinity (normalized) is 0.0142. (6) The MHC is BoLA-D18.4 with pseudo-sequence BoLA-D18.4. The binding affinity (normalized) is 0.0641. The peptide sequence is RLHDAWWTL.